From a dataset of Forward reaction prediction with 1.9M reactions from USPTO patents (1976-2016). Predict the product of the given reaction. The product is: [Cl:1][C:2]1[CH:3]=[C:4]([C:9](=[N:15][O:16][CH3:17])[CH2:10][CH2:11][C:12]#[N:14])[CH:5]=[CH:6][C:7]=1[Cl:8]. Given the reactants [Cl:1][C:2]1[CH:3]=[C:4]([C:9](=[N:15][O:16][CH3:17])[CH2:10][CH2:11][C:12]([NH2:14])=O)[CH:5]=[CH:6][C:7]=1[Cl:8].CC[N+](S(/N=C(/OC)\[O-])(=O)=O)(CC)CC, predict the reaction product.